From a dataset of Reaction yield outcomes from USPTO patents with 853,638 reactions. Predict the reaction yield, written as a fraction of the theoretical maximum amount of product (1.0 means a 100% yield; for example, 0.34 means a 34% yield). The product is [Br:18][C:2]1[S:1][C:5]([CH:15]=[O:16])=[C:4]([Br:10])[N:3]=1. The catalyst is C(Cl)Cl. The yield is 0.309. The reactants are [S:1]1[CH2:5][C:4](=O)[NH:3][C:2]1=O.P(Br)(Br)([Br:10])=O.CN(C)[CH:15]=[O:16].[BrH:18].